From a dataset of Forward reaction prediction with 1.9M reactions from USPTO patents (1976-2016). Predict the product of the given reaction. (1) Given the reactants [OH:1][NH:2][C:3](=[NH:21])[C:4]1[CH:9]=[CH:8][C:7]([C:10]2[CH:19]=[CH:18][C:17]3[C:12](=[CH:13][CH:14]=[C:15]([OH:20])[CH:16]=3)[N:11]=2)=[CH:6][CH:5]=1.C1N=CN([C:27](N2C=NC=C2)=[O:28])C=1, predict the reaction product. The product is: [OH:20][C:15]1[CH:16]=[C:17]2[C:12](=[CH:13][CH:14]=1)[N:11]=[C:10]([C:7]1[CH:6]=[CH:5][C:4]([C:3]3[NH:2][O:1][C:27](=[O:28])[N:21]=3)=[CH:9][CH:8]=1)[CH:19]=[CH:18]2. (2) Given the reactants [CH:1]1([CH2:4][O:5][C:6]2[N:11]=[C:10]([C:12]([NH:14][C:15]3([CH2:21][C:22](O)=[O:23])[CH2:19][C:18](=[O:20])[NH:17][CH2:16]3)=[O:13])[CH:9]=[CH:8][C:7]=2[N:25]2[CH2:28][C:27]([F:30])([F:29])[CH2:26]2)[CH2:3][CH2:2]1.C(N1C=CN=C1)([N:33]1C=CN=C1)=O, predict the reaction product. The product is: [C:18]([CH2:19][C:15]1([NH:14][C:12]([C:10]2[CH:9]=[CH:8][C:7]([N:25]3[CH2:26][C:27]([F:30])([F:29])[CH2:28]3)=[C:6]([O:5][CH2:4][CH:1]3[CH2:2][CH2:3]3)[N:11]=2)=[O:13])[CH2:21][C:22](=[O:23])[NH:33][CH2:16]1)(=[O:20])[NH2:17]. (3) Given the reactants [CH3:1][O:2][C:3]1[C:4]([NH2:21])=[CH:5][C:6]2[CH2:12][CH2:11][N:10]([CH:13]([CH2:17][O:18][CH3:19])[CH2:14][O:15][CH3:16])[CH2:9][CH2:8][C:7]=2[CH:20]=1.Cl[C:23]1[N:28]=[C:27]([NH:29][C@@H:30]2[C@@H:35]3[CH2:36][C@@H:32]([CH:33]=[CH:34]3)[C@@H:31]2[C:37]([NH2:39])=[O:38])[C:26]([Cl:40])=[CH:25][N:24]=1, predict the reaction product. The product is: [Cl:40][C:26]1[C:27]([NH:29][C@@H:30]2[C@@H:35]3[CH2:36][C@@H:32]([CH:33]=[CH:34]3)[C@@H:31]2[C:37]([NH2:39])=[O:38])=[N:28][C:23]([NH:21][C:4]2[C:3]([O:2][CH3:1])=[CH:20][C:7]3[CH2:8][CH2:9][N:10]([CH:13]([CH2:14][O:15][CH3:16])[CH2:17][O:18][CH3:19])[CH2:11][CH2:12][C:6]=3[CH:5]=2)=[N:24][CH:25]=1.